From a dataset of Full USPTO retrosynthesis dataset with 1.9M reactions from patents (1976-2016). Predict the reactants needed to synthesize the given product. (1) Given the product [OH:1][CH2:7][C:8]1[CH:13]=[C:12]([O:31][CH3:32])[C:11]([CH2:15][OH:16])=[CH:10][C:9]=1[O:20][CH2:21][CH2:22][CH:23]([CH3:30])[CH2:24][CH2:25][CH2:26][CH:27]([CH3:29])[CH3:28], predict the reactants needed to synthesize it. The reactants are: [OH-:1].[Na+].C(O[CH2:7][C:8]1[CH:13]=[C:12](C)[C:11]([CH2:15][O:16]C(=O)C)=[CH:10][C:9]=1[O:20][CH2:21][CH2:22][CH:23]([CH3:30])[CH2:24][CH2:25][CH2:26][CH:27]([CH3:29])[CH3:28])(=O)C.[OH2:31].[CH3:32]CCCCC. (2) The reactants are: Cl.[NH2:2][OH:3].C([O-])(O)=O.[Na+].[CH3:9][O:10][C:11]1[CH:12]=[C:13]([NH:17][S:18]([C:21]2[CH:22]=[C:23]([CH:27]=[CH:28][C:29](Cl)=[O:30])[CH:24]=[CH:25][CH:26]=2)(=[O:20])=[O:19])[CH:14]=[CH:15][CH:16]=1. Given the product [OH:3][NH:2][C:29](=[O:30])[CH:28]=[CH:27][C:23]1[CH:24]=[CH:25][CH:26]=[C:21]([S:18](=[O:20])(=[O:19])[NH:17][C:13]2[CH:14]=[CH:15][CH:16]=[C:11]([O:10][CH3:9])[CH:12]=2)[CH:22]=1, predict the reactants needed to synthesize it. (3) Given the product [CH2:1]([C@@:4]1([O:47][CH3:48])[CH2:9][C@H:8]([C:10]2[CH:15]=[CH:14][CH:13]=[C:12]([Cl:16])[CH:11]=2)[C@@H:7]([C:17]2[CH:18]=[CH:19][C:20]([Cl:23])=[CH:21][CH:22]=2)[N:6]([C@@H:24]([CH2:44][CH3:45])[CH2:25][OH:26])[C:5]1=[O:46])[CH:2]=[CH2:3], predict the reactants needed to synthesize it. The reactants are: [CH2:1]([C@@:4]1([O:47][CH3:48])[CH2:9][C@H:8]([C:10]2[CH:15]=[CH:14][CH:13]=[C:12]([Cl:16])[CH:11]=2)[C@@H:7]([C:17]2[CH:22]=[CH:21][C:20]([Cl:23])=[CH:19][CH:18]=2)[N:6]([C@@H:24]([CH2:44][CH3:45])[CH2:25][O:26][Si](C(C)(C)C)(C2C=CC=CC=2)C2C=CC=CC=2)[C:5]1=[O:46])[CH:2]=[CH2:3].[F-].C([N+](CCCC)(CCCC)CCCC)CCC. (4) Given the product [OH:2][CH2:3][C@H:4]([NH:17][C:33]([C@H:31]1[CH2:32][C@@H:30]1[C:26]1[S:25][CH:29]=[CH:28][CH:27]=1)=[O:34])[C:5]1[CH:10]=[CH:9][C:8]([O:11][CH2:12][C@@H:13]([CH3:16])[CH2:14][CH3:15])=[CH:7][CH:6]=1, predict the reactants needed to synthesize it. The reactants are: Cl.[OH:2][CH2:3][C@H:4]([NH-:17])[C:5]1[CH:10]=[CH:9][C:8]([O:11][CH2:12][C@@H:13]([CH3:16])[CH2:14][CH3:15])=[CH:7][CH:6]=1.C(N(CC)CC)C.[S:25]1[CH:29]=[CH:28][CH:27]=[C:26]1[C@H:30]1[CH2:32][C@@H:31]1[C:33](Cl)=[O:34]. (5) Given the product [CH3:1][C@H:2]1[CH2:7][CH2:6][CH2:5][CH2:4][N:3]1[C@H:8]1[CH2:9][C@H:10]([C:12]2[S:13][C:14]3[CH:20]=[C:19]([C:21]([OH:23])=[O:22])[CH:18]=[CH:17][C:15]=3[N:16]=2)[CH2:11]1, predict the reactants needed to synthesize it. The reactants are: [CH3:1][C@H:2]1[CH2:7][CH2:6][CH2:5][CH2:4][N:3]1[C@H:8]1[CH2:11][C@H:10]([C:12]2[S:13][C:14]3[CH:20]=[C:19]([C:21]([O:23]C)=[O:22])[CH:18]=[CH:17][C:15]=3[N:16]=2)[CH2:9]1.O.C[O-].[Na+]. (6) The reactants are: Br[C:2]1[CH:7]=[CH:6][C:5]([C:8]([F:11])([F:10])[CH3:9])=[CH:4][CH:3]=1.CN(C)[CH:14]=[O:15].Cl. Given the product [F:10][C:8]([C:5]1[CH:6]=[CH:7][C:2]([CH:14]=[O:15])=[CH:3][CH:4]=1)([F:11])[CH3:9], predict the reactants needed to synthesize it.